This data is from Forward reaction prediction with 1.9M reactions from USPTO patents (1976-2016). The task is: Predict the product of the given reaction. (1) Given the reactants [Br:1][C:2]1[CH:3]=[C:4]2[C:8](=[CH:9][CH:10]=1)[NH:7][CH2:6][CH2:5]2.[C:11](O[C:11]([O:13][C:14]([CH3:17])([CH3:16])[CH3:15])=[O:12])([O:13][C:14]([CH3:17])([CH3:16])[CH3:15])=[O:12], predict the reaction product. The product is: [Br:1][C:2]1[CH:3]=[C:4]2[C:8](=[CH:9][CH:10]=1)[N:7]([C:11]([O:13][C:14]([CH3:17])([CH3:16])[CH3:15])=[O:12])[CH2:6][CH2:5]2. (2) Given the reactants [C:1]([CH2:3][C:4]([O:6][CH2:7][CH3:8])=[O:5])#[N:2].Br[CH2:10][CH2:11]Br.C([O-])([O-])=O.[K+].[K+], predict the reaction product. The product is: [C:1]([C:3]1([C:4]([O:6][CH2:7][CH3:8])=[O:5])[CH2:11][CH2:10]1)#[N:2]. (3) Given the reactants [F:1][C:2]([F:39])([F:38])[C:3]1[CH:4]=[C:5]([CH:35]=[CH:36][CH:37]=1)[C:6]([NH:8][CH2:9][C:10]([NH:12][C@@H:13]1[CH2:17][CH2:16][N:15]([CH:18]2[CH2:24][CH2:23][CH2:22][N:21](C(OCC3C=CC=CC=3)=O)[CH2:20][CH2:19]2)[CH2:14]1)=[O:11])=[O:7].[H][H], predict the reaction product. The product is: [NH:21]1[CH2:22][CH2:23][CH2:24][CH:18]([N:15]2[CH2:16][CH2:17][C@@H:13]([NH:12][C:10](=[O:11])[CH2:9][NH:8][C:6](=[O:7])[C:5]3[CH:35]=[CH:36][CH:37]=[C:3]([C:2]([F:39])([F:1])[F:38])[CH:4]=3)[CH2:14]2)[CH2:19][CH2:20]1.